Dataset: NCI-60 drug combinations with 297,098 pairs across 59 cell lines. Task: Regression. Given two drug SMILES strings and cell line genomic features, predict the synergy score measuring deviation from expected non-interaction effect. (1) Cell line: UACC62. Synergy scores: CSS=55.4, Synergy_ZIP=10.4, Synergy_Bliss=10.8, Synergy_Loewe=-14.3, Synergy_HSA=11.8. Drug 1: CNC(=O)C1=CC=CC=C1SC2=CC3=C(C=C2)C(=NN3)C=CC4=CC=CC=N4. Drug 2: CC1=C2C(C(=O)C3(C(CC4C(C3C(C(C2(C)C)(CC1OC(=O)C(C(C5=CC=CC=C5)NC(=O)C6=CC=CC=C6)O)O)OC(=O)C7=CC=CC=C7)(CO4)OC(=O)C)O)C)OC(=O)C. (2) Drug 1: CCCS(=O)(=O)NC1=C(C(=C(C=C1)F)C(=O)C2=CNC3=C2C=C(C=N3)C4=CC=C(C=C4)Cl)F. Drug 2: C1CN1P(=S)(N2CC2)N3CC3. Cell line: HCT-15. Synergy scores: CSS=5.46, Synergy_ZIP=-2.08, Synergy_Bliss=-4.08, Synergy_Loewe=-10.7, Synergy_HSA=-6.38. (3) Drug 1: CC(C1=C(C=CC(=C1Cl)F)Cl)OC2=C(N=CC(=C2)C3=CN(N=C3)C4CCNCC4)N. Drug 2: C1CCC(C(C1)N)N.C(=O)(C(=O)[O-])[O-].[Pt+4]. Cell line: SW-620. Synergy scores: CSS=51.8, Synergy_ZIP=0.464, Synergy_Bliss=2.47, Synergy_Loewe=-3.40, Synergy_HSA=4.24. (4) Synergy scores: CSS=-1.43, Synergy_ZIP=2.18, Synergy_Bliss=2.12, Synergy_Loewe=-1.10, Synergy_HSA=-0.643. Drug 1: CS(=O)(=O)CCNCC1=CC=C(O1)C2=CC3=C(C=C2)N=CN=C3NC4=CC(=C(C=C4)OCC5=CC(=CC=C5)F)Cl. Cell line: SNB-19. Drug 2: C1C(C(OC1N2C=NC3=C2NC=NCC3O)CO)O. (5) Cell line: SK-MEL-2. Drug 1: C1=NNC2=C1C(=O)NC=N2. Synergy scores: CSS=8.33, Synergy_ZIP=-1.14, Synergy_Bliss=-4.16, Synergy_Loewe=-19.6, Synergy_HSA=-9.21. Drug 2: C(CCl)NC(=O)N(CCCl)N=O. (6) Drug 1: C1CC(C1)(C(=O)O)C(=O)O.[NH2-].[NH2-].[Pt+2]. Drug 2: C1CC(=O)NC(=O)C1N2C(=O)C3=CC=CC=C3C2=O. Cell line: IGROV1. Synergy scores: CSS=6.65, Synergy_ZIP=-1.14, Synergy_Bliss=0.887, Synergy_Loewe=-1.98, Synergy_HSA=-1.30. (7) Drug 1: CCN(CC)CCNC(=O)C1=C(NC(=C1C)C=C2C3=C(C=CC(=C3)F)NC2=O)C. Drug 2: B(C(CC(C)C)NC(=O)C(CC1=CC=CC=C1)NC(=O)C2=NC=CN=C2)(O)O. Cell line: HCC-2998. Synergy scores: CSS=45.8, Synergy_ZIP=7.75, Synergy_Bliss=8.45, Synergy_Loewe=-1.65, Synergy_HSA=-1.84. (8) Drug 1: C1C(C(OC1N2C=NC(=NC2=O)N)CO)O. Drug 2: N.N.Cl[Pt+2]Cl. Cell line: MDA-MB-231. Synergy scores: CSS=28.7, Synergy_ZIP=-6.72, Synergy_Bliss=0.806, Synergy_Loewe=4.46, Synergy_HSA=4.82. (9) Drug 1: CC1=C2C(C(=O)C3(C(CC4C(C3C(C(C2(C)C)(CC1OC(=O)C(C(C5=CC=CC=C5)NC(=O)OC(C)(C)C)O)O)OC(=O)C6=CC=CC=C6)(CO4)OC(=O)C)OC)C)OC. Drug 2: CC1=CC2C(CCC3(C2CCC3(C(=O)C)OC(=O)C)C)C4(C1=CC(=O)CC4)C. Cell line: OVCAR-5. Synergy scores: CSS=62.0, Synergy_ZIP=8.77, Synergy_Bliss=11.2, Synergy_Loewe=-21.8, Synergy_HSA=9.34. (10) Drug 1: CCC1=CC2CC(C3=C(CN(C2)C1)C4=CC=CC=C4N3)(C5=C(C=C6C(=C5)C78CCN9C7C(C=CC9)(C(C(C8N6C)(C(=O)OC)O)OC(=O)C)CC)OC)C(=O)OC.C(C(C(=O)O)O)(C(=O)O)O. Drug 2: C1=CN(C=N1)CC(O)(P(=O)(O)O)P(=O)(O)O. Cell line: HS 578T. Synergy scores: CSS=33.8, Synergy_ZIP=-11.9, Synergy_Bliss=-17.8, Synergy_Loewe=-22.3, Synergy_HSA=-16.9.